From a dataset of Reaction yield outcomes from USPTO patents with 853,638 reactions. Predict the reaction yield, written as a fraction of the theoretical maximum amount of product (1.0 means a 100% yield; for example, 0.34 means a 34% yield). (1) The reactants are [C:1]([O:4][C:5]1[C:6](=[CH:10][CH:11]=[CH:12][CH:13]=1)[C:7](Cl)=[O:8])(=[O:3])[CH3:2].[CH3:14][S:15][C:16]1[S:20][C:19]([NH2:21])=[N:18][CH:17]=1.C(N(CC)CC)C. The catalyst is C1COCC1. The product is [C:1]([O:4][C:5]1[CH:13]=[CH:12][CH:11]=[CH:10][C:6]=1[C:7](=[O:8])[NH:21][C:19]1[S:20][C:16]([S:15][CH3:14])=[CH:17][N:18]=1)(=[O:3])[CH3:2]. The yield is 0.980. (2) The yield is 0.0650. The product is [Cl:20][C:5]1[C:4]([CH3:21])=[C:3]([C:25]2[CH:26]=[CH:27][N:22]=[CH:23][CH:24]=2)[C:8]([C:9]2[CH:14]=[C:13]([F:15])[CH:12]=[C:11]([F:16])[CH:10]=2)=[C:7]([C:17](=[O:19])[CH3:18])[CH:6]=1. The reactants are [Na].Br[C:3]1[C:8]([C:9]2[CH:14]=[C:13]([F:15])[CH:12]=[C:11]([F:16])[CH:10]=2)=[C:7]([C:17](=[O:19])[CH3:18])[CH:6]=[C:5]([Cl:20])[C:4]=1[CH3:21].[N:22]1[CH:27]=[CH:26][C:25](B(O)O)=[CH:24][CH:23]=1. The catalyst is O.C1(C)C=CC=CC=1.C1C=CC([P]([Pd]([P](C2C=CC=CC=2)(C2C=CC=CC=2)C2C=CC=CC=2)([P](C2C=CC=CC=2)(C2C=CC=CC=2)C2C=CC=CC=2)[P](C2C=CC=CC=2)(C2C=CC=CC=2)C2C=CC=CC=2)(C2C=CC=CC=2)C2C=CC=CC=2)=CC=1. (3) The reactants are [Cl:1][C:2]1[CH:3]=[C:4]([CH2:13][C@@H:14]([CH2:19][C:20]([O:22][CH3:23])=[O:21])[C:15]([O:17][CH3:18])=[O:16])[C:5]([CH2:11]O)=[C:6]2[C:10]=1[NH:9][N:8]=[CH:7]2.S(Cl)([Cl:26])=O. The catalyst is ClCCl. The product is [Cl:1][C:2]1[CH:3]=[C:4]([CH2:13][C@@H:14]([CH2:19][C:20]([O:22][CH3:23])=[O:21])[C:15]([O:17][CH3:18])=[O:16])[C:5]([CH2:11][Cl:26])=[C:6]2[C:10]=1[NH:9][N:8]=[CH:7]2. The yield is 0.890. (4) The product is [F:14][C:13]1[C:6]([O:3][CH3:2])=[C:7]([C:10]([F:15])=[CH:11][CH:12]=1)[C:8]#[N:9]. The reactants are [Na].[CH3:2][O-:3].[Na+].F[C:6]1[C:13]([F:14])=[CH:12][CH:11]=[C:10]([F:15])[C:7]=1[C:8]#[N:9]. The yield is 0.910. The catalyst is CO. (5) The reactants are C(OC(=O)[NH:7][CH2:8][C:9](=[O:18])[NH:10][CH2:11][C:12]1[CH:13]=[N:14][CH:15]=[CH:16][CH:17]=1)(C)(C)C. The catalyst is C(O)(C(F)(F)F)=O.C(Cl)Cl. The product is [NH2:7][CH2:8][C:9]([NH:10][CH2:11][C:12]1[CH:13]=[N:14][CH:15]=[CH:16][CH:17]=1)=[O:18]. The yield is 0.800. (6) The reactants are N[C:2]1[CH:10]=[C:9]([N:11]2[C:15]3=[N:16][CH:17]=[CH:18][C:19]([I:20])=[C:14]3[C:13]([C:21]([F:24])([F:23])[F:22])=[N:12]2)[CH:8]=[CH:7][C:3]=1[C:4]([NH2:6])=[O:5].C(O[BH-](OC(=O)C)OC(=O)C)(=O)C.[Na+].CO[C:41]([CH3:43])=[CH2:42].O.C(=O)(O)[O-].[Na+]. The catalyst is ClC(Cl)C.C(O)(=O)C.C(OCC)(=O)C. The product is [I:20][C:19]1[CH:18]=[CH:17][N:16]=[C:15]2[N:11]([C:9]3[CH:8]=[CH:7][C:3]([C:4]([NH2:6])=[O:5])=[C:2]([CH:41]([CH3:43])[CH3:42])[CH:10]=3)[N:12]=[C:13]([C:21]([F:23])([F:24])[F:22])[C:14]=12. The yield is 0.300. (7) The reactants are [OH:1][C:2]1[CH:9]=[CH:8][C:5]([CH:6]=[O:7])=[CH:4][CH:3]=1.C([O-])([O-])=O.[Cs+].[Cs+].Cl.Cl[CH2:18][CH2:19][N:20]1[CH2:24][CH2:23][CH2:22][CH2:21]1. The catalyst is CN(C=O)C. The product is [N:20]1([CH2:19][CH2:18][O:1][C:2]2[CH:9]=[CH:8][C:5]([CH:6]=[O:7])=[CH:4][CH:3]=2)[CH2:24][CH2:23][CH2:22][CH2:21]1. The yield is 0.810. (8) The reactants are [C:1]([O:5][C:6]([NH:8][C:9]1[C:17]([C:18]([OH:20])=O)=[C:12]2[N:13]=[CH:14][CH:15]=[CH:16][N:11]2[N:10]=1)=[O:7])([CH3:4])([CH3:3])[CH3:2].CCN(C(C)C)C(C)C.CN(C(ON1N=NC2C=CC=NC1=2)=[N+](C)C)C.F[P-](F)(F)(F)(F)F.[Cl:54][C:55]1[CH:56]=[CH:57][C:58]([O:67][CH:68]([F:70])[F:69])=[C:59]([C:61]2[NH:65][N:64]=[CH:63][C:62]=2[NH2:66])[CH:60]=1. The catalyst is CN(C=O)C.O. The product is [Cl:54][C:55]1[CH:56]=[CH:57][C:58]([O:67][CH:68]([F:70])[F:69])=[C:59]([C:61]2[C:62]([NH:66][C:18]([C:17]3[C:9]([NH:8][C:6](=[O:7])[O:5][C:1]([CH3:2])([CH3:3])[CH3:4])=[N:10][N:11]4[CH:16]=[CH:15][CH:14]=[N:13][C:12]=34)=[O:20])=[CH:63][NH:64][N:65]=2)[CH:60]=1. The yield is 0.770. (9) The reactants are ClC1N=C(C2SC(C(C)C)=NC=2C2C=CC(F)=C(NS(C3C(F)=CC=CC=3F)(=O)=O)C=2)C=CN=1.[C:35]([CH:37]1[CH2:42][CH2:41][N:40]([C:43]2[N:48]=[CH:47][C:46]([NH:49][C:50]3[N:55]=[C:54]([C:56]4[S:60][C:59]([CH:61]([CH3:63])[CH3:62])=[N:58][C:57]=4[C:64]4[CH:65]=[CH:66][C:67]([F:82])=[C:68]([NH:70][S:71]([C:74]5[C:79]([F:80])=[CH:78][CH:77]=[CH:76][C:75]=5[F:81])(=[O:73])=[O:72])[CH:69]=4)[CH:53]=[CH:52][N:51]=3)=[CH:45][CH:44]=2)[CH2:39][CH2:38]1)#[N:36].NC1C=CC(N2CCC(C#N)CC2)=NC=1.Cl.O1CCOCC1. No catalyst specified. The product is [C:35]([CH:37]1[CH2:38][CH2:39][N:40]([C:43]2[N:48]=[CH:47][C:46]([NH:49][C:50]3[N:55]=[C:54]([C:56]4[S:60][C:59]([CH:61]([CH3:63])[CH3:62])=[N:58][C:57]=4[C:64]4[CH:65]=[CH:66][C:67]([F:82])=[C:68]([NH:70][S:71]([C:74]5[C:79]([F:80])=[CH:78][CH:77]=[CH:76][C:75]=5[F:81])(=[O:73])=[O:72])[CH:69]=4)[CH:53]=[CH:52][N:51]=3)=[CH:45][CH:44]=2)[CH2:41][CH2:42]1)#[N:36]. The yield is 0.280. (10) The reactants are [NH2:1][C@@H:2]([C:13]1[NH:14][CH:15]=[C:16]([C:18]2[CH:23]=[CH:22][CH:21]=[CH:20][CH:19]=2)[N:17]=1)[CH2:3][C:4]1[C:12]2[C:7](=[CH:8][CH:9]=[CH:10][CH:11]=2)[NH:6][CH:5]=1.[CH:24](=O)[C:25]1[CH:30]=[CH:29][C:28]([O:31][CH3:32])=[CH:27][CH:26]=1.[BH4-].ClCCl. The catalyst is CO. The product is [CH3:32][O:31][C:28]1[CH:29]=[CH:30][C:25]([CH2:24][NH:1][C@@H:2]([C:13]2[NH:14][CH:15]=[C:16]([C:18]3[CH:23]=[CH:22][CH:21]=[CH:20][CH:19]=3)[N:17]=2)[CH2:3][C:4]2[C:12]3[C:7](=[CH:8][CH:9]=[CH:10][CH:11]=3)[NH:6][CH:5]=2)=[CH:26][CH:27]=1. The yield is 0.760.